This data is from NCI-60 drug combinations with 297,098 pairs across 59 cell lines. The task is: Regression. Given two drug SMILES strings and cell line genomic features, predict the synergy score measuring deviation from expected non-interaction effect. (1) Cell line: NCI-H460. Drug 2: C(=O)(N)NO. Synergy scores: CSS=61.5, Synergy_ZIP=3.56, Synergy_Bliss=6.40, Synergy_Loewe=6.98, Synergy_HSA=10.6. Drug 1: COC1=CC(=CC(=C1O)OC)C2C3C(COC3=O)C(C4=CC5=C(C=C24)OCO5)OC6C(C(C7C(O6)COC(O7)C8=CC=CS8)O)O. (2) Drug 1: C#CCC(CC1=CN=C2C(=N1)C(=NC(=N2)N)N)C3=CC=C(C=C3)C(=O)NC(CCC(=O)O)C(=O)O. Drug 2: C1CNP(=O)(OC1)N(CCCl)CCCl. Cell line: HOP-92. Synergy scores: CSS=2.28, Synergy_ZIP=-3.18, Synergy_Bliss=-4.27, Synergy_Loewe=-21.5, Synergy_HSA=-3.77. (3) Drug 1: CC1=CC=C(C=C1)C2=CC(=NN2C3=CC=C(C=C3)S(=O)(=O)N)C(F)(F)F. Drug 2: C1CN1C2=NC(=NC(=N2)N3CC3)N4CC4. Cell line: UACC62. Synergy scores: CSS=26.3, Synergy_ZIP=-0.998, Synergy_Bliss=-2.25, Synergy_Loewe=-17.9, Synergy_HSA=-2.87. (4) Drug 1: C1CN(P(=O)(OC1)NCCCl)CCCl. Drug 2: C(CN)CNCCSP(=O)(O)O. Cell line: NCI/ADR-RES. Synergy scores: CSS=-6.04, Synergy_ZIP=6.89, Synergy_Bliss=6.20, Synergy_Loewe=0.632, Synergy_HSA=-1.36.